From a dataset of Catalyst prediction with 721,799 reactions and 888 catalyst types from USPTO. Predict which catalyst facilitates the given reaction. (1) Reactant: [F:1][C:2]1[CH:7]=[CH:6][CH:5]=[C:4]([F:8])[C:3]=1[C:9]1[CH:10]=[C:11]2[C:15](=[CH:16][CH:17]=1)[NH:14][CH:13]=[CH:12]2.[I:18]I.[OH-].[K+].S(=O)(O)[O-].[Na+]. Product: [F:8][C:4]1[CH:5]=[CH:6][CH:7]=[C:2]([F:1])[C:3]=1[C:9]1[CH:10]=[C:11]2[C:15](=[CH:16][CH:17]=1)[NH:14][CH:13]=[C:12]2[I:18]. The catalyst class is: 3. (2) Reactant: [Cl:1][C:2]1[CH:7]=[CH:6][C:5]([CH2:8][NH:9][CH:10]2[CH2:15][CH2:14][N:13]([CH2:16][CH2:17][N:18]3[C:27]4[C:22](=[N:23][CH:24]=[C:25]([O:28][CH3:29])[CH:26]=4)[CH:21]=[CH:20][C:19]3=[O:30])[CH2:12][CH2:11]2)=[CH:4][CH:3]=1. Product: [ClH:1].[ClH:1].[Cl:1][C:2]1[CH:7]=[CH:6][C:5]([CH2:8][NH:9][CH:10]2[CH2:11][CH2:12][N:13]([CH2:16][CH2:17][N:18]3[C:27]4[C:22](=[N:23][CH:24]=[C:25]([O:28][CH3:29])[CH:26]=4)[CH:21]=[CH:20][C:19]3=[O:30])[CH2:14][CH2:15]2)=[CH:4][CH:3]=1. The catalyst class is: 2. (3) Reactant: C1C[N:4]([P+](ON2N=NC3C=CC=CC2=3)(N2CCCC2)N2CCCC2)[CH2:3]C1.F[P-](F)(F)(F)(F)F.[F:34][C:35]1[CH:40]=[CH:39][C:38]([C:41]2[O:54][C:44]3[CH:45]=[CH:46][C:47]4[O:51][C:50]([CH3:53])([CH3:52])[CH2:49][C:48]=4[C:43]=3[C:42]=2[C:55]([OH:57])=O)=[CH:37][CH:36]=1.CN.O. Product: [F:34][C:35]1[CH:40]=[CH:39][C:38]([C:41]2[O:54][C:44]3[CH:45]=[CH:46][C:47]4[O:51][C:50]([CH3:53])([CH3:52])[CH2:49][C:48]=4[C:43]=3[C:42]=2[C:55]([NH:4][CH3:3])=[O:57])=[CH:37][CH:36]=1. The catalyst class is: 3.